This data is from Forward reaction prediction with 1.9M reactions from USPTO patents (1976-2016). The task is: Predict the product of the given reaction. (1) Given the reactants [NH2:1][C:2]1[CH:19]=[CH:18][C:5]([O:6][C:7]2[CH:12]=[CH:11][N:10]=[C:9]3[NH:13][CH:14]=[C:15]([C:16]#[N:17])[C:8]=23)=[C:4]([F:20])[CH:3]=1.[Cl:21][C:22]1[CH:27]=[C:26](Cl)[N:25]=[C:24]([NH2:29])[N:23]=1.Cl.[OH-].[Na+], predict the reaction product. The product is: [NH2:29][C:24]1[N:25]=[C:26]([NH:1][C:2]2[CH:19]=[CH:18][C:5]([O:6][C:7]3[CH:12]=[CH:11][N:10]=[C:9]4[NH:13][CH:14]=[C:15]([C:16]#[N:17])[C:8]=34)=[C:4]([F:20])[CH:3]=2)[CH:27]=[C:22]([Cl:21])[N:23]=1. (2) Given the reactants [CH2:1]([N:7]1[C:11]([C:12]2[S:19][C:18]3[CH:17]=[CH:16][S:15][C:14]=3[CH:13]=2)=[CH:10][CH:9]=[C:8]1[C:20]1[S:27][C:26]2[CH:25]=[CH:24][S:23][C:22]=2[CH:21]=1)[CH2:2][CH2:3][CH2:4][CH2:5][CH3:6].P(Cl)(Cl)(Cl)=O.CN([CH:36]=[O:37])C.[C:38](=O)([O-])[OH:39].[Na+], predict the reaction product. The product is: [CH:38]([C:24]1[S:23][C:22]2[CH:21]=[C:20]([C:8]3[N:7]([CH2:1][CH2:2][CH2:3][CH2:4][CH2:5][CH3:6])[C:11]([C:12]4[S:19][C:18]5[CH:17]=[C:16]([CH:36]=[O:37])[S:15][C:14]=5[CH:13]=4)=[CH:10][CH:9]=3)[S:27][C:26]=2[CH:25]=1)=[O:39].